From a dataset of Reaction yield outcomes from USPTO patents with 853,638 reactions. Predict the reaction yield, written as a fraction of the theoretical maximum amount of product (1.0 means a 100% yield; for example, 0.34 means a 34% yield). The reactants are C1(P(N=[N+]=[N-])(C2C=CC=CC=2)=[O:8])C=CC=CC=1.[F:18][C:19]([F:39])([F:38])[C:20]1[C:28]2[CH2:27][CH2:26][CH2:25][CH2:24][C:23]=2[N:22]([C:29]2[CH:37]=[CH:36][C:32](C(O)=O)=[CH:31][CH:30]=2)[N:21]=1.C([N:43]([CH:46](C)C)CC)(C)C.[NH:49]1[CH2:53][CH2:52][CH2:51][CH2:50]1. The catalyst is O1CCOCC1. The product is [F:38][C:19]([F:39])([F:18])[C:20]1[C:28]2[CH2:27][CH2:26][CH2:25][CH2:24][C:23]=2[N:22]([C:29]2[CH:30]=[CH:31][C:32]([NH:43][C:46]([N:49]3[CH2:53][CH2:52][CH2:51][CH2:50]3)=[O:8])=[CH:36][CH:37]=2)[N:21]=1. The yield is 0.160.